From a dataset of NCI-60 drug combinations with 297,098 pairs across 59 cell lines. Regression. Given two drug SMILES strings and cell line genomic features, predict the synergy score measuring deviation from expected non-interaction effect. (1) Drug 1: CN(CC1=CN=C2C(=N1)C(=NC(=N2)N)N)C3=CC=C(C=C3)C(=O)NC(CCC(=O)O)C(=O)O. Drug 2: C1=CN(C(=O)N=C1N)C2C(C(C(O2)CO)O)O.Cl. Cell line: HOP-62. Synergy scores: CSS=41.0, Synergy_ZIP=-2.14, Synergy_Bliss=-6.82, Synergy_Loewe=-10.1, Synergy_HSA=-4.63. (2) Drug 1: CC1OCC2C(O1)C(C(C(O2)OC3C4COC(=O)C4C(C5=CC6=C(C=C35)OCO6)C7=CC(=C(C(=C7)OC)O)OC)O)O. Drug 2: C(=O)(N)NO. Cell line: HL-60(TB). Synergy scores: CSS=81.5, Synergy_ZIP=7.34, Synergy_Bliss=7.28, Synergy_Loewe=-8.43, Synergy_HSA=8.73. (3) Drug 1: CN(C)N=NC1=C(NC=N1)C(=O)N. Drug 2: C1=CC=C(C=C1)NC(=O)CCCCCCC(=O)NO. Cell line: NCI-H460. Synergy scores: CSS=21.2, Synergy_ZIP=-2.27, Synergy_Bliss=4.06, Synergy_Loewe=0.366, Synergy_HSA=4.84. (4) Drug 1: CC1=C(C=C(C=C1)NC(=O)C2=CC=C(C=C2)CN3CCN(CC3)C)NC4=NC=CC(=N4)C5=CN=CC=C5. Drug 2: CC=C1C(=O)NC(C(=O)OC2CC(=O)NC(C(=O)NC(CSSCCC=C2)C(=O)N1)C(C)C)C(C)C. Cell line: CCRF-CEM. Synergy scores: CSS=13.8, Synergy_ZIP=4.22, Synergy_Bliss=8.91, Synergy_Loewe=0, Synergy_HSA=-2.59. (5) Drug 1: COC1=NC(=NC2=C1N=CN2C3C(C(C(O3)CO)O)O)N. Drug 2: C1CN1C2=NC(=NC(=N2)N3CC3)N4CC4. Cell line: SK-MEL-2. Synergy scores: CSS=30.4, Synergy_ZIP=11.6, Synergy_Bliss=13.1, Synergy_Loewe=-16.3, Synergy_HSA=4.48. (6) Drug 1: CC1C(C(CC(O1)OC2CC(CC3=C2C(=C4C(=C3O)C(=O)C5=C(C4=O)C(=CC=C5)OC)O)(C(=O)C)O)N)O.Cl. Drug 2: C1CN(CCN1C(=O)CCBr)C(=O)CCBr. Cell line: RXF 393. Synergy scores: CSS=17.1, Synergy_ZIP=-6.65, Synergy_Bliss=0.0267, Synergy_Loewe=-0.833, Synergy_HSA=1.61. (7) Drug 1: COC1=C(C=C2C(=C1)N=CN=C2NC3=CC(=C(C=C3)F)Cl)OCCCN4CCOCC4. Drug 2: CC1C(C(CC(O1)OC2CC(OC(C2O)C)OC3=CC4=CC5=C(C(=O)C(C(C5)C(C(=O)C(C(C)O)O)OC)OC6CC(C(C(O6)C)O)OC7CC(C(C(O7)C)O)OC8CC(C(C(O8)C)O)(C)O)C(=C4C(=C3C)O)O)O)O. Cell line: OVCAR3. Synergy scores: CSS=41.3, Synergy_ZIP=-2.25, Synergy_Bliss=2.54, Synergy_Loewe=-0.350, Synergy_HSA=3.46. (8) Drug 1: CC(CN1CC(=O)NC(=O)C1)N2CC(=O)NC(=O)C2. Drug 2: C1=NC2=C(N=C(N=C2N1C3C(C(C(O3)CO)O)F)Cl)N. Cell line: NCIH23. Synergy scores: CSS=29.1, Synergy_ZIP=-4.78, Synergy_Bliss=-6.97, Synergy_Loewe=-34.6, Synergy_HSA=-4.69. (9) Drug 1: CCC1=CC2CC(C3=C(CN(C2)C1)C4=CC=CC=C4N3)(C5=C(C=C6C(=C5)C78CCN9C7C(C=CC9)(C(C(C8N6C)(C(=O)OC)O)OC(=O)C)CC)OC)C(=O)OC.C(C(C(=O)O)O)(C(=O)O)O. Drug 2: CCN(CC)CCNC(=O)C1=C(NC(=C1C)C=C2C3=C(C=CC(=C3)F)NC2=O)C. Cell line: NCI-H226. Synergy scores: CSS=29.2, Synergy_ZIP=2.84, Synergy_Bliss=2.26, Synergy_Loewe=-13.6, Synergy_HSA=-0.00400. (10) Drug 1: CC1=C(C(=CC=C1)Cl)NC(=O)C2=CN=C(S2)NC3=CC(=NC(=N3)C)N4CCN(CC4)CCO. Drug 2: CS(=O)(=O)OCCCCOS(=O)(=O)C. Cell line: HCC-2998. Synergy scores: CSS=3.16, Synergy_ZIP=-0.925, Synergy_Bliss=2.32, Synergy_Loewe=3.26, Synergy_HSA=2.56.